This data is from Reaction yield outcomes from USPTO patents with 853,638 reactions. The task is: Predict the reaction yield, written as a fraction of the theoretical maximum amount of product (1.0 means a 100% yield; for example, 0.34 means a 34% yield). The reactants are [Cl:1][C:2]1[CH:3]=[CH:4][C:5]2[NH:10][CH2:9][C:8](=[O:11])[NH:7][C:6]=2[N:12]=1. The catalyst is O1CCOCC1.[O-2].[O-2].[Mn+4]. The product is [Cl:1][C:2]1[CH:3]=[CH:4][C:5]2[N:10]=[CH:9][C:8](=[O:11])[NH:7][C:6]=2[N:12]=1. The yield is 0.820.